Dataset: Peptide-MHC class I binding affinity with 185,985 pairs from IEDB/IMGT. Task: Regression. Given a peptide amino acid sequence and an MHC pseudo amino acid sequence, predict their binding affinity value. This is MHC class I binding data. (1) The peptide sequence is GLCTLVAML. The MHC is HLA-A26:01 with pseudo-sequence HLA-A26:01. The binding affinity (normalized) is 0. (2) The peptide sequence is SEKNETWKL. The MHC is HLA-B44:02 with pseudo-sequence HLA-B44:02. The binding affinity (normalized) is 0.535.